This data is from Catalyst prediction with 721,799 reactions and 888 catalyst types from USPTO. The task is: Predict which catalyst facilitates the given reaction. (1) Reactant: [Br:1][C:2]1[CH:8]=[CH:7][C:5]([NH2:6])=[C:4]([I:9])[CH:3]=1.[C:10]1([S:16](Cl)(=[O:18])=[O:17])[CH:15]=[CH:14][CH:13]=[CH:12][CH:11]=1.C(N([CH2:25][CH3:26])CC)C. Product: [C:10]1([S:16]([N:6]([S:16]([C:26]2[CH:25]=[CH:12][CH:11]=[CH:10][CH:15]=2)(=[O:18])=[O:17])[C:5]2[CH:7]=[CH:8][C:2]([Br:1])=[CH:3][C:4]=2[I:9])(=[O:18])=[O:17])[CH:15]=[CH:14][CH:13]=[CH:12][CH:11]=1. The catalyst class is: 503. (2) Reactant: [N:1]1[N:2]([C:6]2[CH:11]=[CH:10][CH:9]=[CH:8][C:7]=2[C:12]([N:14]2[CH2:19][C@H:18]([C:20]3[O:21][C:22]([C:28]4[CH:33]=[CH:32][CH:31]=[CH:30][CH:29]=4)=[C:23]([CH2:25][CH2:26]O)[N:24]=3)[CH2:17][CH2:16][C@H:15]2[CH3:34])=[O:13])[N:3]=[CH:4][CH:5]=1.CCN(S(F)(F)[F:41])CC. Product: [N:1]1[N:2]([C:6]2[CH:11]=[CH:10][CH:9]=[CH:8][C:7]=2[C:12]([N:14]2[CH2:19][C@H:18]([C:20]3[O:21][C:22]([C:28]4[CH:33]=[CH:32][CH:31]=[CH:30][CH:29]=4)=[C:23]([CH2:25][CH2:26][F:41])[N:24]=3)[CH2:17][CH2:16][C@H:15]2[CH3:34])=[O:13])[N:3]=[CH:4][CH:5]=1. The catalyst class is: 2.